Dataset: Forward reaction prediction with 1.9M reactions from USPTO patents (1976-2016). Task: Predict the product of the given reaction. (1) Given the reactants [C:1](#[N:3])[CH3:2].[Li]CCCC.Br[C:10]1[CH:15]=[CH:14][C:13]([CH3:16])=[CH:12][N:11]=1, predict the reaction product. The product is: [CH3:16][C:13]1[CH:14]=[CH:15][C:10]([CH2:2][C:1]#[N:3])=[N:11][CH:12]=1. (2) Given the reactants C[O:2][C:3](=O)[C:4]1[C:9]([Br:10])=[CH:8][CH:7]=[C:6]([O:11][CH3:12])[C:5]=1[OH:13].[NH3:15], predict the reaction product. The product is: [Br:10][C:9]1[C:4]([C:3]([NH2:15])=[O:2])=[C:5]([OH:13])[C:6]([O:11][CH3:12])=[CH:7][CH:8]=1. (3) Given the reactants [F:1][C:2]1[CH:7]=[CH:6][C:5]([C:8]2[CH:13]=[CH:12][CH:11]=[C:10]([S:14](Cl)(=[O:16])=[O:15])[CH:9]=2)=[CH:4][CH:3]=1.[NH2:18][C:19]1[CH:20]=[C:21]([NH:25][C:26]([NH:28][C:29]2[CH:34]=[CH:33][CH:32]=[CH:31][CH:30]=2)=[O:27])[CH:22]=[CH:23][CH:24]=1.N1C=CC=CC=1, predict the reaction product. The product is: [C:29]1([NH:28][C:26](=[O:27])[NH:25][C:21]2[CH:20]=[C:19]([NH:18][S:14]([C:10]3[CH:9]=[C:8]([C:5]4[CH:6]=[CH:7][C:2]([F:1])=[CH:3][CH:4]=4)[CH:13]=[CH:12][CH:11]=3)(=[O:16])=[O:15])[CH:24]=[CH:23][CH:22]=2)[CH:34]=[CH:33][CH:32]=[CH:31][CH:30]=1. (4) Given the reactants [O:1]=[CH:2][C@@H:3]([C@H:5]([C@@H:7]([C@@H:9]([C:11]([OH:13])=O)[OH:10])[OH:8])[OH:6])[OH:4].[O:14]=[CH:15][C@@H:16]([C@H]([C@@H]([C@@H](CO)O)O)O)O.C[O-].[Na+].[C:29]1([CH:35]([O:38]C)OC)C=CC=CC=1.[C:40]12(CS(O)(=O)=O)C(C)(C)C(CC1)C[C:41]2=[O:42], predict the reaction product. The product is: [C:15]([O:4][C@H:3]([C@H:5]([C@@H:7]([C@@H:9]([CH2:11][O:13][C:35](=[O:38])[CH3:29])[OH:10])[O:8][C:41](=[O:42])[CH3:40])[OH:6])[CH:2]=[O:1])(=[O:14])[CH3:16]. (5) Given the reactants [C:1](#[N:3])C.[F:4][C:5]([F:13])([F:12])[C:6]1[CH:11]=[CH:10][N:9]=[CH:8][CH:7]=1.C[Si](C#N)(C)C, predict the reaction product. The product is: [F:4][C:5]([F:13])([F:12])[C:6]1[CH:11]=[CH:10][N:9]=[C:8]([C:1]#[N:3])[CH:7]=1. (6) Given the reactants [C:1]1([C:7]2[C:16]([NH:17][C@H:18]([C:20]3[CH:25]=[CH:24][CH:23]=[CH:22][CH:21]=3)[CH3:19])=[N:15][C:14]3[C:9](=[CH:10][CH:11]=[C:12]([C:26]([O:28]C)=[O:27])[CH:13]=3)[N:8]=2)[CH:6]=[CH:5][CH:4]=[CH:3][CH:2]=1.[H-].[Na+].[CH3:32]I.Cl, predict the reaction product. The product is: [CH3:32][N:17]([C@H:18]([C:20]1[CH:25]=[CH:24][CH:23]=[CH:22][CH:21]=1)[CH3:19])[C:16]1[C:7]([C:1]2[CH:2]=[CH:3][CH:4]=[CH:5][CH:6]=2)=[N:8][C:9]2[C:14]([N:15]=1)=[CH:13][C:12]([C:26]([OH:28])=[O:27])=[CH:11][CH:10]=2.